Dataset: Forward reaction prediction with 1.9M reactions from USPTO patents (1976-2016). Task: Predict the product of the given reaction. (1) Given the reactants [CH3:1][C:2]1([CH3:9])[CH2:7][C:6](=O)[CH2:5][CH2:4][S:3]1.FC(F)(F)S(O[Si](C)(C)C)(=O)=O.[Br:22][C:23]1[CH:24]=[C:25]2[C:29](=[C:30]([C:32]([O:34][CH2:35][CH3:36])=[O:33])[CH:31]=1)[NH:28][CH:27]=[CH:26]2.C([SiH](CC)CC)C, predict the reaction product. The product is: [Br:22][C:23]1[CH:24]=[C:25]2[C:29](=[C:30]([C:32]([O:34][CH2:35][CH3:36])=[O:33])[CH:31]=1)[NH:28][CH:27]=[C:26]2[CH:6]1[CH2:5][CH2:4][S:3][C:2]([CH3:9])([CH3:1])[CH2:7]1. (2) Given the reactants [N+:1]([O-:4])(O)=[O:2].[NH:5]1[C:9]([C:10]([OH:12])=[O:11])=[CH:8][C:7]([C:13]([OH:15])=[O:14])=[N:6]1.[OH-].[K+], predict the reaction product. The product is: [N+:1]([C:8]1[C:7]([C:13]([OH:15])=[O:14])=[N:6][NH:5][C:9]=1[C:10]([OH:12])=[O:11])([O-:4])=[O:2]. (3) The product is: [OH:2][C:3]([C:4]1[N:7]=[C:13]([CH2:12][C:10]#[N:11])[NH:15][N:16]=1)([CH3:9])[CH3:8]. Given the reactants Cl.[OH:2][C:3]([CH3:9])([CH3:8])[C:4](=[NH:7])OC.[C:10]([CH2:12][C:13]([NH:15][NH2:16])=O)#[N:11].CO.[OH-].[Na+], predict the reaction product. (4) Given the reactants [Cl:1][C:2]1[CH:3]=[C:4]2[C:8](=[CH:9][CH:10]=1)[NH:7][CH:6]=[C:5]2[CH2:11][CH2:12][NH:13][C:14](=[O:22])[C:15]1[CH:20]=[CH:19][C:18](I)=[CH:17][CH:16]=1.[C:23]([C:25]1[CH:26]=[C:27](B(O)O)[CH:28]=[CH:29][CH:30]=1)#[N:24].C(=O)([O-])[O-].[Na+].[Na+], predict the reaction product. The product is: [Cl:1][C:2]1[CH:3]=[C:4]2[C:8](=[CH:9][CH:10]=1)[NH:7][CH:6]=[C:5]2[CH2:11][CH2:12][NH:13][C:14]([C:15]1[CH:20]=[CH:19][C:18]([C:29]2[CH:28]=[CH:27][CH:26]=[C:25]([C:23]#[N:24])[CH:30]=2)=[CH:17][CH:16]=1)=[O:22]. (5) Given the reactants O[C:2]1[C:11]2[C:6](=[C:7]([C:13]([O:15][CH2:16][CH3:17])=[O:14])[CH:8]=[C:9]([I:12])[CH:10]=2)[N:5]=[CH:4][N:3]=1.F[P-](F)(F)(F)(F)F.N1(O[P+](N2CCCC2)(N2CCCC2)N2CCCC2)C2C=CC=CC=2N=N1.N1CCCN2CCCCCC=12.[CH3:62][O:63][C:64]1[CH:69]=[C:68]([O:70][CH3:71])[CH:67]=[CH:66][C:65]=1[CH2:72][NH2:73], predict the reaction product. The product is: [CH3:62][O:63][C:64]1[CH:69]=[C:68]([O:70][CH3:71])[CH:67]=[CH:66][C:65]=1[CH2:72][NH:73][C:2]1[C:11]2[C:6](=[C:7]([C:13]([O:15][CH2:16][CH3:17])=[O:14])[CH:8]=[C:9]([I:12])[CH:10]=2)[N:5]=[CH:4][N:3]=1. (6) Given the reactants [NH2:1][C:2]1[CH:3]=[C:4]([OH:10])[CH:5]=[C:6]([CH3:9])[C:7]=1[NH2:8].[C:11](OC)(OC)(OC)[O:12][CH3:13].[OH-].[Na+], predict the reaction product. The product is: [CH3:11][O:12][C:13]1[NH:1][C:2]2[CH:3]=[C:4]([OH:10])[CH:5]=[C:6]([CH3:9])[C:7]=2[N:8]=1.